Dataset: Reaction yield outcomes from USPTO patents with 853,638 reactions. Task: Predict the reaction yield, written as a fraction of the theoretical maximum amount of product (1.0 means a 100% yield; for example, 0.34 means a 34% yield). (1) The reactants are FC(F)(F)S(O[C:7]1[CH2:12][CH2:11][N:10]([C:13]([O:15][C:16]([CH3:19])([CH3:18])[CH3:17])=[O:14])[CH2:9][CH:8]=1)(=O)=O.[F:22][C:23]([F:38])([F:37])[C:24]1[CH:25]=[C:26](B(O)O)[CH:27]=[C:28]([C:30]([F:33])([F:32])[F:31])[CH:29]=1.C([O-])([O-])=O.[Na+].[Na+]. The catalyst is COCCOC.C1C=CC([P]([Pd]([P](C2C=CC=CC=2)(C2C=CC=CC=2)C2C=CC=CC=2)([P](C2C=CC=CC=2)(C2C=CC=CC=2)C2C=CC=CC=2)[P](C2C=CC=CC=2)(C2C=CC=CC=2)C2C=CC=CC=2)(C2C=CC=CC=2)C2C=CC=CC=2)=CC=1. The product is [F:22][C:23]([F:37])([F:38])[C:24]1[CH:25]=[C:26]([C:7]2[CH2:12][CH2:11][N:10]([C:13]([O:15][C:16]([CH3:17])([CH3:18])[CH3:19])=[O:14])[CH2:9][CH:8]=2)[CH:27]=[C:28]([C:30]([F:31])([F:32])[F:33])[CH:29]=1. The yield is 0.680. (2) The reactants are [F:1][C:2]([F:41])([F:40])[C:3]1[CH:4]=[C:5]([CH:33]=[C:34]([C:36]([F:39])([F:38])[F:37])[CH:35]=1)[CH2:6][N:7]([CH2:14][C:15]1[CH:20]=[C:19]([C:21]([F:24])([F:23])[F:22])[CH:18]=[CH:17][C:16]=1[C:25]([CH:28]1[CH2:32][CH2:31][CH2:30][CH2:29]1)([OH:27])[CH3:26])[C:8]1[N:9]=[N:10][N:11]([CH3:13])[N:12]=1.[H-].[Na+].[CH3:44]I. The catalyst is C1COCC1. The product is [F:39][C:36]([F:37])([F:38])[C:34]1[CH:33]=[C:5]([CH:4]=[C:3]([C:2]([F:1])([F:40])[F:41])[CH:35]=1)[CH2:6][N:7]([CH2:14][C:15]1[CH:20]=[C:19]([C:21]([F:24])([F:23])[F:22])[CH:18]=[CH:17][C:16]=1[C:25]([CH:28]1[CH2:32][CH2:31][CH2:30][CH2:29]1)([O:27][CH3:44])[CH3:26])[C:8]1[N:9]=[N:10][N:11]([CH3:13])[N:12]=1. The yield is 0.670. (3) The reactants are [F:1][C:2]1[CH:7]=[C:6]([I:8])[CH:5]=[CH:4][C:3]=1[CH3:9].[Li+].CC([N-]C(C)C)C.[C:18](=[O:20])=[O:19]. The catalyst is C1COCC1. The product is [F:1][C:2]1[C:3]([CH3:9])=[CH:4][CH:5]=[C:6]([I:8])[C:7]=1[C:18]([OH:20])=[O:19]. The yield is 0.660. (4) The reactants are [CH2:1]([C:4]1([CH2:10][CH2:11][OH:12])[O:9][CH2:8][CH2:7][CH2:6][O:5]1)CC.[CH3:13][O:14]CC(=O)CC(OC)=O. No catalyst specified. The product is [CH3:13][O:14][CH2:1][C:4]1([CH2:10][CH2:11][OH:12])[O:5][CH2:6][CH2:7][CH2:8][O:9]1. The yield is 0.340.